Dataset: Forward reaction prediction with 1.9M reactions from USPTO patents (1976-2016). Task: Predict the product of the given reaction. (1) Given the reactants CN(C(ON1N=NC2C=CC=NC1=2)=[N+](C)C)C.F[P-](F)(F)(F)(F)F.[CH3:25][N:26]1[C:30]([C:31]2[CH:36]=[CH:35][CH:34]=[CH:33][CH:32]=2)=[C:29]([C:37]([OH:39])=O)[C:28](=[O:40])[N:27]1[CH3:41].[F:42][C:43]1[CH:44]=[C:45]([NH2:62])[CH:46]=[CH:47][C:48]=1[O:49][C:50]1[C:59]2[C:54](=[CH:55][C:56]([O:60][CH3:61])=[CH:57][CH:58]=2)[N:53]=[CH:52][CH:51]=1.C(N(CC)CC)C, predict the reaction product. The product is: [F:42][C:43]1[CH:44]=[C:45]([NH:62][C:37]([C:29]2[C:28](=[O:40])[N:27]([CH3:41])[N:26]([CH3:25])[C:30]=2[C:31]2[CH:32]=[CH:33][CH:34]=[CH:35][CH:36]=2)=[O:39])[CH:46]=[CH:47][C:48]=1[O:49][C:50]1[C:59]2[C:54](=[CH:55][C:56]([O:60][CH3:61])=[CH:57][CH:58]=2)[N:53]=[CH:52][CH:51]=1. (2) Given the reactants [Br:1][C:2]1[CH:7]=[CH:6][C:5]([N:8]2[CH:12]=[CH:11][C:10]([NH:13][C:14](=[O:22])[CH2:15][C:16]3[CH:21]=[CH:20][CH:19]=[CH:18][CH:17]=3)=[C:9]2[C:23]([O:25]CC)=O)=[CH:4][CH:3]=1.CC(C)([O-])C.[K+], predict the reaction product. The product is: [Br:1][C:2]1[CH:3]=[CH:4][C:5]([N:8]2[C:9]3[C:23]([OH:25])=[C:15]([C:16]4[CH:17]=[CH:18][CH:19]=[CH:20][CH:21]=4)[C:14](=[O:22])[NH:13][C:10]=3[CH:11]=[CH:12]2)=[CH:6][CH:7]=1. (3) Given the reactants [CH3:1][C:2]1[O:6][N:5]=[C:4]([C:7]2[CH:12]=[CH:11][C:10]([N+:13]([O-])=O)=[CH:9][CH:8]=2)[C:3]=1[C:16]([O:18][CH2:19][CH3:20])=[O:17].O.O.[Sn](Cl)Cl, predict the reaction product. The product is: [NH2:13][C:10]1[CH:9]=[CH:8][C:7]([C:4]2[C:3]([C:16]([O:18][CH2:19][CH3:20])=[O:17])=[C:2]([CH3:1])[O:6][N:5]=2)=[CH:12][CH:11]=1. (4) Given the reactants C(N(C)CCC(O)CCCC)C1C=CC=CC=1.[C:18]([O:22][C:23](=[O:37])[N:24]([CH2:26][CH2:27][C:28](=[O:36])[CH2:29][CH:30]1[CH2:35][CH2:34][CH2:33][CH2:32][CH2:31]1)[CH3:25])([CH3:21])([CH3:20])[CH3:19], predict the reaction product. The product is: [C:18]([O:22][C:23](=[O:37])[N:24]([CH2:26][CH2:27][CH:28]([OH:36])[CH2:29][CH:30]1[CH2:31][CH2:32][CH2:33][CH2:34][CH2:35]1)[CH3:25])([CH3:21])([CH3:19])[CH3:20].